Dataset: Peptide-MHC class II binding affinity with 134,281 pairs from IEDB. Task: Regression. Given a peptide amino acid sequence and an MHC pseudo amino acid sequence, predict their binding affinity value. This is MHC class II binding data. (1) The peptide sequence is GIVEQCCTSICSLYQLENYCN. The MHC is H-2-IAb with pseudo-sequence H-2-IAb. The binding affinity (normalized) is 0.345. (2) The peptide sequence is PKDSDEFIPMKSSWG. The MHC is HLA-DPA10201-DPB11401 with pseudo-sequence HLA-DPA10201-DPB11401. The binding affinity (normalized) is 0.160. (3) The peptide sequence is YDYTICGDSEDMVCTPKSDE. The MHC is DRB1_0301 with pseudo-sequence DRB1_0301. The binding affinity (normalized) is 0.125. (4) The peptide sequence is AAATAGTTCYGAFAA. The MHC is HLA-DPA10103-DPB10401 with pseudo-sequence HLA-DPA10103-DPB10401. The binding affinity (normalized) is 0.172.